Predict the reactants needed to synthesize the given product. From a dataset of Full USPTO retrosynthesis dataset with 1.9M reactions from patents (1976-2016). (1) Given the product [N:4]1[CH:5]=[CH:6][CH:7]=[C:2]([C:1]2[N:21]=[C:20]([NH2:22])[NH:10][N:9]=2)[CH:3]=1, predict the reactants needed to synthesize it. The reactants are: [C:1]([NH:9][NH2:10])(=O)[C:2]1[CH:7]=[CH:6][CH:5]=[N:4][CH:3]=1.[OH-].[Na+].S(O)(O)(=O)=O.CS[C:20](=[NH:22])[NH2:21]. (2) Given the product [CH2:1]([O:3][C:4](=[O:36])[CH:5]([C:16]1[C:25]([CH3:26])=[CH:24][C:23]2[C:18](=[CH:19][CH:20]=[CH:21][C:22]=2[O:27][CH3:28])[C:17]=1[C:29]1[CH:30]=[CH:31][C:32]([Cl:35])=[CH:33][CH:34]=1)[OH:6])[CH3:2], predict the reactants needed to synthesize it. The reactants are: [CH2:1]([O:3][C:4](=[O:36])[CH:5]([C:16]1[C:25]([CH3:26])=[CH:24][C:23]2[C:18](=[CH:19][CH:20]=[CH:21][C:22]=2[O:27][CH3:28])[C:17]=1[C:29]1[CH:34]=[CH:33][C:32]([Cl:35])=[CH:31][CH:30]=1)[O:6]CC1C=CC(OC)=CC=1)[CH3:2].FC(F)(F)C(O)=O.